Dataset: Forward reaction prediction with 1.9M reactions from USPTO patents (1976-2016). Task: Predict the product of the given reaction. (1) Given the reactants [OH:1][C:2]1[CH:12]=[CH:11][C:5]([C:6]([O:8]CC)=[O:7])=[CH:4][CH:3]=1.Br[CH2:14][C:15]([CH3:17])=[CH2:16].C(=O)([O-])[O-].[K+].[K+], predict the reaction product. The product is: [CH3:16][C:15](=[CH2:14])[CH2:17][O:1][C:2]1[CH:3]=[CH:4][C:5]([C:6]([OH:8])=[O:7])=[CH:11][CH:12]=1. (2) Given the reactants [C:1](OC(=O)C)(=[O:3])[CH3:2].[NH2:8][C:9]1[N:14]=[C:13]([N:15]2[C:23]3[CH:22]=[CH:21][CH:20]=[C:19]([C:24]([NH:26][CH2:27][C:28]4[CH:33]=[CH:32][CH:31]=[C:30]([O:34][CH3:35])[CH:29]=4)=[O:25])[C:18]=3[CH:17]=[CH:16]2)[CH:12]=[CH:11][N:10]=1, predict the reaction product. The product is: [C:1]([NH:8][C:9]1[N:14]=[C:13]([N:15]2[C:23]3[CH:22]=[CH:21][CH:20]=[C:19]([C:24]([NH:26][CH2:27][C:28]4[CH:33]=[CH:32][CH:31]=[C:30]([O:34][CH3:35])[CH:29]=4)=[O:25])[C:18]=3[CH:17]=[CH:16]2)[CH:12]=[CH:11][N:10]=1)(=[O:3])[CH3:2]. (3) Given the reactants [Cl:1][C:2]1[CH:3]=[C:4]([C:8]2[C:16]([C:17]3[CH:22]=[CH:21][N:20]=[C:19]([NH:23][CH:24]4[CH2:28][CH2:27][CH2:26][CH2:25]4)[N:18]=3)=[C:15]3[N:10]([CH:11]=[N:12][CH:13]=[CH:14]3)[N:9]=2)[CH:5]=[CH:6][CH:7]=1.C([N-]C(C)C)(C)C.[Li+].[CH3:37][S:38]SC, predict the reaction product. The product is: [Cl:1][C:2]1[CH:3]=[C:4]([C:8]2[C:16]([C:17]3[CH:22]=[CH:21][N:20]=[C:19]([NH:23][CH:24]4[CH2:28][CH2:27][CH2:26][CH2:25]4)[N:18]=3)=[C:15]3[N:10]([C:11]([S:38][CH3:37])=[N:12][CH:13]=[CH:14]3)[N:9]=2)[CH:5]=[CH:6][CH:7]=1. (4) Given the reactants [N+:1]([C:4]1[CH:9]=[CH:8][C:7](/[C:10](=[CH:19]\[CH:20]2[CH2:25][CH2:24][O:23][CH2:22][CH2:21]2)/[C:11]([NH:13][C:14]2[S:15][CH:16]=[CH:17][N:18]=2)=[O:12])=[CH:6][CH:5]=1)([O-])=O.O.[NH4+].[Cl-], predict the reaction product. The product is: [NH2:1][C:4]1[CH:9]=[CH:8][C:7](/[C:10](=[CH:19]\[CH:20]2[CH2:25][CH2:24][O:23][CH2:22][CH2:21]2)/[C:11]([NH:13][C:14]2[S:15][CH:16]=[CH:17][N:18]=2)=[O:12])=[CH:6][CH:5]=1.